This data is from Reaction yield outcomes from USPTO patents with 853,638 reactions. The task is: Predict the reaction yield, written as a fraction of the theoretical maximum amount of product (1.0 means a 100% yield; for example, 0.34 means a 34% yield). (1) The yield is 0.690. The product is [C:1]([N:8]1[CH2:9][CH2:10][N:11]([C:21](=[O:22])[CH2:20][C:16]2[CH:15]=[N:14][CH:19]=[CH:18][CH:17]=2)[CH2:12][CH2:13]1)([O:3][C:4]([CH3:7])([CH3:6])[CH3:5])=[O:2]. The reactants are [C:1]([N:8]1[CH2:13][CH2:12][NH:11][CH2:10][CH2:9]1)([O:3][C:4]([CH3:7])([CH3:6])[CH3:5])=[O:2].[N:14]1[CH:19]=[CH:18][CH:17]=[C:16]([CH2:20][C:21](O)=[O:22])[CH:15]=1.C1C=CC2N(O)N=NC=2C=1.CCN=C=NCCCN(C)C. The catalyst is CN(C=O)C.O.C(OCC)(=O)C. (2) The reactants are Cl.[C:2]([N:9]1[CH2:13][CH2:12][CH:11]([OH:14])[CH2:10]1)([O:4][C:5]([CH3:8])([CH3:7])[CH3:6])=[O:3]. The catalyst is CS(C)=O.C(N(CC)CC)C. The product is [C:5]([O:4][C:2]([N:9]1[CH2:13][CH2:12][C:11](=[O:14])[CH2:10]1)=[O:3])([CH3:8])([CH3:6])[CH3:7]. The yield is 0.580. (3) The reactants are [CH2:1]([N:8]1[CH2:12][CH2:11][C:10]([C:14]2[CH:19]=[CH:18][C:17]([NH2:20])=[CH:16][CH:15]=2)([CH3:13])[CH2:9]1)[C:2]1[CH:7]=[CH:6][CH:5]=[CH:4][CH:3]=1.C(N(CC)CC)C.[Cl:28][C:29]1[CH:37]=[CH:36][C:32]([C:33](Cl)=[O:34])=[CH:31][CH:30]=1. The catalyst is C1COCC1.C(OCC)(=O)C. The product is [CH2:1]([N:8]1[CH2:12][CH2:11][C:10]([C:14]2[CH:19]=[CH:18][C:17]([NH:20][C:33](=[O:34])[C:32]3[CH:36]=[CH:37][C:29]([Cl:28])=[CH:30][CH:31]=3)=[CH:16][CH:15]=2)([CH3:13])[CH2:9]1)[C:2]1[CH:3]=[CH:4][CH:5]=[CH:6][CH:7]=1. The yield is 0.410. (4) The reactants are [CH2:1]([O:3][C:4](=[O:33])[CH2:5][N:6]([C:8](=[O:32])[C@@H:9]([NH:24][C:25]([O:27][C:28]([CH3:31])([CH3:30])[CH3:29])=[O:26])[CH2:10][NH:11][S:12]([C:15]1[CH:20]=[CH:19][CH:18]=[CH:17][C:16]=1[N+:21]([O-:23])=[O:22])(=[O:14])=[O:13])[CH3:7])[CH3:2].[C:34]([O-])([O-])=O.[K+].[K+].CI. The catalyst is CN(C=O)C. The product is [CH2:1]([O:3][C:4](=[O:33])[CH2:5][N:6]([C:8](=[O:32])[C@@H:9]([NH:24][C:25]([O:27][C:28]([CH3:29])([CH3:31])[CH3:30])=[O:26])[CH2:10][N:11]([CH3:34])[S:12]([C:15]1[CH:20]=[CH:19][CH:18]=[CH:17][C:16]=1[N+:21]([O-:23])=[O:22])(=[O:14])=[O:13])[CH3:7])[CH3:2]. The yield is 0.980. (5) The reactants are [NH2:1][C:2]1[CH:14]=[CH:13][C:12]2[C:11]3[C:6](=[CH:7][CH:8]=[CH:9][CH:10]=3)[CH2:5][C:4]=2[CH:3]=1.C(N(CC)CC)C.O1CCCC1.[C:27](Cl)(=[O:31])[CH:28]([CH3:30])[CH3:29]. The catalyst is CCCCCC.O. The product is [CH:3]1[C:4]2[CH2:5][C:6]3[C:11](=[CH:10][CH:9]=[CH:8][CH:7]=3)[C:12]=2[CH:13]=[CH:14][C:2]=1[NH:1][C:27](=[O:31])[CH:28]([CH3:30])[CH3:29]. The yield is 0.970. (6) The reactants are Cl[C:2]1[CH:9]=[CH:8][C:5]([C:6]#[N:7])=[CH:4][C:3]=1[N+:10]([O-:12])=[O:11].[F:13][C:14]([F:20])([F:19])[CH2:15][CH2:16][CH2:17][NH2:18].CCN(CC)CC. The catalyst is FC(F)(F)CCCN.CC#N. The product is [N+:10]([C:3]1[CH:4]=[C:5]([CH:8]=[CH:9][C:2]=1[NH:18][CH2:17][CH2:16][CH2:15][C:14]([F:20])([F:19])[F:13])[C:6]#[N:7])([O-:12])=[O:11]. The yield is 0.950. (7) The reactants are Br[C:2]1[CH:3]=[CH:4][C:5]([F:40])=[C:6]([C@:8]2([CH2:38][F:39])[C@H:14]3[C@:12](/[CH:15]=[CH:16]/[C:17]([O:19][CH2:20][CH3:21])=[O:18])([CH2:13]3)[S:11][C:10]([N:22]([C:31]([O:33][C:34]([CH3:37])([CH3:36])[CH3:35])=[O:32])[CH2:23][O:24][CH2:25][CH2:26][Si:27]([CH3:30])([CH3:29])[CH3:28])=[N:9]2)[CH:7]=1.O[C@H]([C@@H]1C([O-])=C(O)C(=O)O1)CO.[Na+].[N-:54]=[N+]=[N-].[Na+].CN[C@@H]1CCCC[C@H]1NC.CP(C)C. The catalyst is CCO.O.C1COCC1.O.CCOC(C)=O.O.[Cu]I. The product is [NH2:54][C:2]1[CH:3]=[CH:4][C:5]([F:40])=[C:6]([C@:8]2([CH2:38][F:39])[C@H:14]3[C@:12](/[CH:15]=[CH:16]/[C:17]([O:19][CH2:20][CH3:21])=[O:18])([CH2:13]3)[S:11][C:10]([N:22]([C:31]([O:33][C:34]([CH3:37])([CH3:36])[CH3:35])=[O:32])[CH2:23][O:24][CH2:25][CH2:26][Si:27]([CH3:30])([CH3:29])[CH3:28])=[N:9]2)[CH:7]=1. The yield is 0.530.